From a dataset of Forward reaction prediction with 1.9M reactions from USPTO patents (1976-2016). Predict the product of the given reaction. (1) Given the reactants [CH3:1][NH:2][C:3]1([C:8]#[N:9])[CH2:7][CH2:6][CH2:5][CH2:4]1.[CH3:10][C:11]1[C:15](CN)=[C:14]([CH3:18])[O:13][N:12]=1, predict the reaction product. The product is: [CH3:10][C:11]1[C:15]([CH2:1][NH:2][C:3]2([C:8]#[N:9])[CH2:7][CH2:6][CH2:5][CH2:4]2)=[C:14]([CH3:18])[O:13][N:12]=1. (2) The product is: [F:11][C:8]1[CH:7]=[C:3]2[C:2](=[CH:10][CH:9]=1)[NH:1][NH:13][C:4]2=[O:5]. Given the reactants [NH2:1][C:2]1[CH:10]=[CH:9][C:8]([F:11])=[CH:7][C:3]=1[C:4](O)=[O:5].Cl.[N:13]([O-])=O.[Na+].S(=O)=O, predict the reaction product. (3) Given the reactants [NH:1]1[CH2:6][CH2:5][NH:4][CH2:3][C@H:2]1[CH2:7][OH:8].[C:9](ON1C(=O)CCC1=O)([O:11][CH2:12][C:13]1[CH:18]=[CH:17][CH:16]=[CH:15][CH:14]=1)=[O:10].O.C([O-])(O)=O.[Na+], predict the reaction product. The product is: [OH:8][CH2:7][C@H:2]1[NH:1][CH2:6][CH2:5][N:4]([C:9]([O:11][CH2:12][C:13]2[CH:18]=[CH:17][CH:16]=[CH:15][CH:14]=2)=[O:10])[CH2:3]1. (4) Given the reactants [OH:1][CH:2]([C:33]1[CH:38]=[CH:37][CH:36]=[CH:35][CH:34]=1)[CH2:3][CH2:4][C:5]1[S:9][C:8]([NH:10][C:11]([C:13]2[CH:18]=[CH:17][C:16]([C@H:19]3[CH2:24][CH2:23][C@H:22]([CH2:25][C:26]([O:28]C(C)(C)C)=[O:27])[CH2:21][CH2:20]3)=[CH:15][CH:14]=2)=[O:12])=[N:7][N:6]=1.C(O)(C(F)(F)F)=O, predict the reaction product. The product is: [OH:1][CH:2]([C:33]1[CH:38]=[CH:37][CH:36]=[CH:35][CH:34]=1)[CH2:3][CH2:4][C:5]1[S:9][C:8]([NH:10][C:11]([C:13]2[CH:18]=[CH:17][C:16]([C@H:19]3[CH2:20][CH2:21][C@H:22]([CH2:25][C:26]([OH:28])=[O:27])[CH2:23][CH2:24]3)=[CH:15][CH:14]=2)=[O:12])=[N:7][N:6]=1. (5) Given the reactants [CH2:1]([NH:3][C:4]1[C:5]([NH2:10])=[CH:6][CH:7]=[CH:8][CH:9]=1)[CH3:2].[C:11](Cl)(=[O:15])[C:12](Cl)=[O:13], predict the reaction product. The product is: [CH2:1]([N:3]1[C:4]2[C:5](=[CH:6][CH:7]=[CH:8][CH:9]=2)[NH:10][C:12](=[O:13])[C:11]1=[O:15])[CH3:2]. (6) Given the reactants N12CCCN=C1CCCCC2.[F:12][C:13]([F:37])([F:36])[C:14]([N:16]([CH2:26][C:27]1([CH2:33][O:34][CH3:35])[CH2:32][CH2:31][NH:30][CH2:29][CH2:28]1)[C@@H:17]1[CH2:19][C@H:18]1[C:20]1[CH:25]=[CH:24][CH:23]=[CH:22][CH:21]=1)=[O:15].[C:38]1(=[CH:42][C:43]([O:45][CH3:46])=[O:44])[CH2:41][CH2:40][CH2:39]1, predict the reaction product. The product is: [CH3:46][O:45][C:43](=[O:44])[CH2:42][C:38]1([N:30]2[CH2:31][CH2:32][C:27]([CH2:33][O:34][CH3:35])([CH2:26][N:16]([C@@H:17]3[CH2:19][C@H:18]3[C:20]3[CH:25]=[CH:24][CH:23]=[CH:22][CH:21]=3)[C:14](=[O:15])[C:13]([F:12])([F:36])[F:37])[CH2:28][CH2:29]2)[CH2:41][CH2:40][CH2:39]1. (7) Given the reactants [Br:1][C:2]1[CH:7]=[CH:6][C:5]([C:8]2([OH:19])[CH2:11][CH:10]([C:12]([O:14]C(C)(C)C)=[O:13])[CH2:9]2)=[CH:4][C:3]=1[F:20], predict the reaction product. The product is: [Br:1][C:2]1[CH:7]=[CH:6][C:5]([C:8]2([OH:19])[CH2:11][CH:10]([C:12]([OH:14])=[O:13])[CH2:9]2)=[CH:4][C:3]=1[F:20].